This data is from NCI-60 drug combinations with 297,098 pairs across 59 cell lines. The task is: Regression. Given two drug SMILES strings and cell line genomic features, predict the synergy score measuring deviation from expected non-interaction effect. Drug 1: CC1=C(C=C(C=C1)NC2=NC=CC(=N2)N(C)C3=CC4=NN(C(=C4C=C3)C)C)S(=O)(=O)N.Cl. Drug 2: C1=CN(C(=O)N=C1N)C2C(C(C(O2)CO)O)O.Cl. Cell line: OVCAR3. Synergy scores: CSS=24.6, Synergy_ZIP=-4.90, Synergy_Bliss=-3.16, Synergy_Loewe=-53.7, Synergy_HSA=-3.21.